This data is from Reaction yield outcomes from USPTO patents with 853,638 reactions. The task is: Predict the reaction yield, written as a fraction of the theoretical maximum amount of product (1.0 means a 100% yield; for example, 0.34 means a 34% yield). (1) The product is [NH2:1][C:2]1[C:7]2=[C:8]([C:13]3[CH:18]=[CH:17][C:16]([NH:19][C:20]([NH:22][C:23]4[CH:28]=[CH:27][CH:26]=[C:25]([C:29]([F:32])([F:31])[F:30])[N:24]=4)=[O:21])=[CH:15][CH:14]=3)[CH:9]=[C:10]([CH:11]=[O:12])[N:6]2[N:5]=[CH:4][N:3]=1. The catalyst is C1COCC1. The reactants are [NH2:1][C:2]1[C:7]2=[C:8]([C:13]3[CH:18]=[CH:17][C:16]([NH:19][C:20]([NH:22][C:23]4[CH:28]=[CH:27][CH:26]=[C:25]([C:29]([F:32])([F:31])[F:30])[N:24]=4)=[O:21])=[CH:15][CH:14]=3)[CH:9]=[C:10]([CH2:11][OH:12])[N:6]2[N:5]=[CH:4][N:3]=1. The yield is 0.410. (2) The reactants are [CH3:1][C:2]1[C:10]([CH3:11])=[CH:9][C:5]2[N:6]=[CH:7][NH:8][C:4]=2[CH:3]=1.[H-].[Na+].[CH:14]([N:17]([CH:21]([CH3:23])[CH3:22])[C:18](Cl)=[O:19])([CH3:16])[CH3:15].[Li]CCCC.[C:29]([P:33]([C:35]([CH3:38])([CH3:37])[CH3:36])Cl)([CH3:32])([CH3:31])[CH3:30]. The catalyst is C1COCC1.C(=O)=O.CC(C)=O.CO. The product is [C:29]([P:33]([C:35]([CH3:38])([CH3:37])[CH3:36])[C:7]1[N:8]([C:18]([N:17]([CH:21]([CH3:23])[CH3:22])[CH:14]([CH3:16])[CH3:15])=[O:19])[C:4]2[CH:3]=[C:2]([CH3:1])[C:10]([CH3:11])=[CH:9][C:5]=2[N:6]=1)([CH3:32])([CH3:31])[CH3:30]. The yield is 0.300.